This data is from Full USPTO retrosynthesis dataset with 1.9M reactions from patents (1976-2016). The task is: Predict the reactants needed to synthesize the given product. (1) Given the product [CH2:11]([C:10]1[CH:19]=[CH:20][C:21]([OH:23])=[CH:22][C:9]=1[OH:8])[C:13]1[CH:14]=[CH:15][CH:16]=[CH:17][CH:18]=1, predict the reactants needed to synthesize it. The reactants are: C(N(CC)CC)C.[OH:8][C:9]1[CH:22]=[C:21]([OH:23])[CH:20]=[CH:19][C:10]=1[C:11]([C:13]1[CH:18]=[CH:17][CH:16]=[CH:15][CH:14]=1)=O.ClC(OCC)=O.O. (2) Given the product [F:20][C:21]([F:33])([F:34])[C:22]1[CH:23]=[C:24]([NH:25][CH2:2][C:3]([N:5]2[CH2:11][CH2:10][CH2:9][N:8]3[N:12]=[C:13]([C:15]([O:17][CH2:18][CH3:19])=[O:16])[CH:14]=[C:7]3[CH2:6]2)=[O:4])[CH:26]=[C:27]([C:29]([F:30])([F:32])[F:31])[CH:28]=1, predict the reactants needed to synthesize it. The reactants are: Br[CH2:2][C:3]([N:5]1[CH2:11][CH2:10][CH2:9][N:8]2[N:12]=[C:13]([C:15]([O:17][CH2:18][CH3:19])=[O:16])[CH:14]=[C:7]2[CH2:6]1)=[O:4].[F:20][C:21]([F:34])([F:33])[C:22]1[CH:23]=[C:24]([CH:26]=[C:27]([C:29]([F:32])([F:31])[F:30])[CH:28]=1)[NH2:25].C([O-])([O-])=O.[K+].[K+]. (3) Given the product [N:18]1[CH:17]=[CH:16][CH:15]=[CH:20][C:19]=1[S:21][C:6]1[C:5]2[C:9](=[CH:10][CH:11]=[CH:3][CH:4]=2)[NH:8][C:7]=1[C:12]([NH2:14])=[O:13], predict the reactants needed to synthesize it. The reactants are: CO[C:3]1[CH:4]=[C:5]2[C:9](=[CH:10][CH:11]=1)[NH:8][C:7]([C:12]([NH2:14])=[O:13])=[CH:6]2.[CH:15]1[CH:20]=[C:19]([S:21][S:21][C:19]2[N:18]=[CH:17][CH:16]=[CH:15][CH:20]=2)[N:18]=[CH:17][CH:16]=1.